Dataset: Full USPTO retrosynthesis dataset with 1.9M reactions from patents (1976-2016). Task: Predict the reactants needed to synthesize the given product. (1) Given the product [Cl:1][C:2]1[C:3]([C:12]([OH:14])=[O:13])=[N:4][CH:5]=[C:6]([O:8][CH2:9][C:10]#[CH:11])[CH:7]=1, predict the reactants needed to synthesize it. The reactants are: [Cl:1][C:2]1[C:3]([C:12]([O:14]CC#C)=[O:13])=[N:4][CH:5]=[C:6]([O:8][CH2:9][C:10]#[CH:11])[CH:7]=1.O.[OH-].[Li+].C1COCC1.Cl. (2) Given the product [ClH:1].[N:2]12[CH2:9][CH2:8][CH:5]([CH2:6][CH2:7]1)[C@@H:4]([NH:10][C:11]([C:13]1[S:14][C:15]3[C:21]([C:30]4[CH:31]=[C:26]([CH:27]=[CH:28][CH:29]=4)[C:23]([OH:25])=[O:24])=[CH:20][CH:19]=[CH:18][C:16]=3[CH:17]=1)=[O:12])[CH2:3]2, predict the reactants needed to synthesize it. The reactants are: [ClH:1].[N:2]12[CH2:9][CH2:8][CH:5]([CH2:6][CH2:7]1)[C@@H:4]([NH:10][C:11]([C:13]1[S:14][C:15]3[C:21](Br)=[CH:20][CH:19]=[CH:18][C:16]=3[CH:17]=1)=[O:12])[CH2:3]2.[C:23]([C:26]1[CH:27]=[C:28](B(O)O)[CH:29]=[CH:30][CH:31]=1)([OH:25])=[O:24].C(=O)([O-])[O-].[Na+].[Na+]. (3) Given the product [F:15][C:14]([F:17])([F:16])[C:11]1[CH:12]=[CH:13][C:8]([C:6]2[N:5]=[CH:4][N:3]=[C:2]([O:28][C:24]3[C:22]4[N:23]=[C:19]([NH2:18])[S:20][C:21]=4[CH:27]=[CH:26][CH:25]=3)[CH:7]=2)=[CH:9][CH:10]=1, predict the reactants needed to synthesize it. The reactants are: Cl[C:2]1[CH:7]=[C:6]([C:8]2[CH:13]=[CH:12][C:11]([C:14]([F:17])([F:16])[F:15])=[CH:10][CH:9]=2)[N:5]=[CH:4][N:3]=1.[NH2:18][C:19]1[S:20][C:21]2[CH:27]=[CH:26][CH:25]=[C:24]([OH:28])[C:22]=2[N:23]=1.C(=O)([O-])[O-].[K+].[K+]. (4) The reactants are: Cl[C:2]1[N:7]=[C:6]([C:8]#[C:9][C:10]2[CH:15]=[CH:14][C:13]([F:16])=[CH:12][CH:11]=2)[CH:5]=[CH:4][N:3]=1. Given the product [CH:6]([NH:7][C:2]1[N:7]=[C:6]([C:8]#[C:9][C:10]2[CH:15]=[CH:14][C:13]([F:16])=[CH:12][CH:11]=2)[CH:5]=[CH:4][N:3]=1)([CH3:8])[CH3:5], predict the reactants needed to synthesize it. (5) The reactants are: Br[C:2]1[CH:3]=[CH:4][CH:5]=[C:6]2[C:11]=1[N:10]=[C:9]([C:12]1[CH:17]=[CH:16][CH:15]=[CH:14][CH:13]=1)[CH:8]=[C:7]2[OH:18].[Cl-].[Li+].[CH2:21](C([SnH3])=C(CCCC)CCCC)[CH2:22]CC. Given the product [C:12]1([C:9]2[CH:8]=[C:7]([OH:18])[C:6]3[C:11](=[C:2]([CH:21]=[CH2:22])[CH:3]=[CH:4][CH:5]=3)[N:10]=2)[CH:17]=[CH:16][CH:15]=[CH:14][CH:13]=1, predict the reactants needed to synthesize it.